From a dataset of Reaction yield outcomes from USPTO patents with 853,638 reactions. Predict the reaction yield, written as a fraction of the theoretical maximum amount of product (1.0 means a 100% yield; for example, 0.34 means a 34% yield). The reactants are [CH3:1][C:2]([CH2:4][CH2:5][CH2:6][CH2:7][N:8]1[C:18](=[O:19])[N:17]([CH3:20])[C:12]2[N:13]=[CH:14][N:15]([CH3:16])[C:11]=2[C:9]1=[O:10])=[O:3].C(Cl)Cl.[BH4-].[Na+]. The catalyst is CO. The product is [OH:3][CH:2]([CH3:1])[CH2:4][CH2:5][CH2:6][CH2:7][N:8]1[C:9](=[O:10])[C:11]2[N:15]([CH3:16])[CH:14]=[N:13][C:12]=2[N:17]([CH3:20])[C:18]1=[O:19]. The yield is 0.710.